Dataset: Peptide-MHC class II binding affinity with 134,281 pairs from IEDB. Task: Regression. Given a peptide amino acid sequence and an MHC pseudo amino acid sequence, predict their binding affinity value. This is MHC class II binding data. (1) The peptide sequence is RGLLRRARGGPHHRR. The MHC is DRB1_0701 with pseudo-sequence DRB1_0701. The binding affinity (normalized) is 0.234. (2) The MHC is DRB1_0101 with pseudo-sequence DRB1_0101. The peptide sequence is EAVIREAVGKLDPTN. The binding affinity (normalized) is 0.401. (3) The peptide sequence is EVLKGPFTVRYTTEG. The MHC is DRB1_0901 with pseudo-sequence DRB1_0901. The binding affinity (normalized) is 0.523. (4) The peptide sequence is INRQILDNAAKYV. The MHC is DRB1_1501 with pseudo-sequence DRB1_1501. The binding affinity (normalized) is 0. (5) The peptide sequence is KTIAYDEEARR. The MHC is DRB1_0701 with pseudo-sequence DRB1_0701. The binding affinity (normalized) is 0. (6) The binding affinity (normalized) is 0. The MHC is DRB3_0101 with pseudo-sequence DRB3_0101. The peptide sequence is LMALLTPVTMAEVRL. (7) The peptide sequence is EKMFVSPTPGQRNPY. The MHC is DRB1_1501 with pseudo-sequence DRB1_1501. The binding affinity (normalized) is 0.0728. (8) The binding affinity (normalized) is 0.757. The peptide sequence is QGSFRLKGVMCRPLA. The MHC is DRB1_0101 with pseudo-sequence DRB1_0101. (9) The peptide sequence is QRRFGGTVIRNPLSR. The MHC is DRB4_0103 with pseudo-sequence DRB4_0103. The binding affinity (normalized) is 0.570. (10) The peptide sequence is PQPQPQYSQPQQPISQQQQQ. The MHC is DRB4_0101 with pseudo-sequence DRB4_0103. The binding affinity (normalized) is 0.384.